Task: Predict the product of the given reaction.. Dataset: Forward reaction prediction with 1.9M reactions from USPTO patents (1976-2016) (1) Given the reactants [CH2:1]([O:3][C:4](=[O:9])[CH2:5][C:6](=O)[CH3:7])[CH3:2].[NH2:10][C:11]1[CH:16]=[CH:15][CH:14]=[CH:13][CH:12]=1.C(O)(=O)C, predict the reaction product. The product is: [CH2:1]([O:3][C:4](=[O:9])[CH:5]=[C:6]([NH:10][C:11]1[CH:16]=[CH:15][CH:14]=[CH:13][CH:12]=1)[CH3:7])[CH3:2]. (2) The product is: [CH:1]1([C:4]2[N:8]([CH2:13][C:14]3[CH:33]=[CH:32][C:17]4/[C:18](=[C:28](/[CH3:31])\[C:29]#[N:30])/[C:19]5[CH:26]=[CH:25][C:24]([F:27])=[CH:23][C:20]=5[O:21][CH2:22][C:16]=4[CH:15]=3)[C:7]3=[CH:9][S:10][CH:11]=[C:6]3[N:5]=2)[CH2:3][CH2:2]1. Given the reactants [CH:1]1([C:4]2[NH:8][C:7]3=[CH:9][S:10][CH:11]=[C:6]3[N:5]=2)[CH2:3][CH2:2]1.Br[CH2:13][C:14]1[CH:33]=[CH:32][C:17]2/[C:18](=[C:28](/[CH3:31])\[C:29]#[N:30])/[C:19]3[CH:26]=[CH:25][C:24]([F:27])=[CH:23][C:20]=3[O:21][CH2:22][C:16]=2[CH:15]=1, predict the reaction product. (3) Given the reactants [H-].C([Al+]CC(C)C)C(C)C.[CH3:11][C:12]([C:26]1[CH:27]=[N:28][CH:29]=[CH:30][CH:31]=1)([CH2:18][C:19]1[CH:24]=[CH:23][C:22]([CH3:25])=[CH:21][CH:20]=1)[C:13](OCC)=[O:14], predict the reaction product. The product is: [CH3:11][C:12]([C:26]1[CH:27]=[N:28][CH:29]=[CH:30][CH:31]=1)([CH2:18][C:19]1[CH:24]=[CH:23][C:22]([CH3:25])=[CH:21][CH:20]=1)[CH2:13][OH:14]. (4) Given the reactants I[C:2]1[C:10]2[C:5](=[N:6][CH:7]=[N:8][C:9]=2[NH2:11])[NH:4][N:3]=1.[CH3:12][O:13][C:14]1[CH:15]=[C:16](B(O)O)[CH:17]=[CH:18][CH:19]=1.C(=O)([O-])[O-].[Na+].[Na+].Cl, predict the reaction product. The product is: [CH3:12][O:13][C:14]1[CH:19]=[C:18]([C:2]2[C:10]3[C:5](=[N:6][CH:7]=[N:8][C:9]=3[NH2:11])[NH:4][N:3]=2)[CH:17]=[CH:16][CH:15]=1.